From a dataset of Forward reaction prediction with 1.9M reactions from USPTO patents (1976-2016). Predict the product of the given reaction. (1) The product is: [S:1]([N:11]1[C:15]2[N:16]=[CH:17][C:18]3[N:19]([C:22]([CH:24]4[CH2:40][C:26]5([CH2:29][N:28]([S:30]([C:33]6[CH:39]=[CH:38][C:36]([CH3:37])=[CH:35][CH:34]=6)(=[O:32])=[O:31])[CH2:27]5)[CH2:25]4)=[CH:21][N:20]=3)[C:14]=2[CH:13]=[CH:12]1)([C:4]1[CH:10]=[CH:9][C:7]([CH3:8])=[CH:6][CH:5]=1)(=[O:3])=[O:2]. Given the reactants [S:1]([N:11]1[C:15]2=[N:16][CH:17]=[C:18]([NH:20][CH2:21][C:22]([CH:24]3[CH2:40][C:26]4([CH2:29][N:28]([S:30]([C:33]5[CH:39]=[CH:38][C:36]([CH3:37])=[CH:35][CH:34]=5)(=[O:32])=[O:31])[CH2:27]4)[CH2:25]3)=O)[N:19]=[C:14]2[CH:13]=[CH:12]1)([C:4]1[CH:10]=[CH:9][C:7]([CH3:8])=[CH:6][CH:5]=1)(=[O:3])=[O:2], predict the reaction product. (2) Given the reactants [CH2:1]([O:3][CH2:4][CH2:5][N:6]1[CH:10]=[CH:9][CH:8]=[C:7]1[C:11]([C:17]1[CH:22]=[CH:21][C:20]([N:23]([CH3:33])[S:24]([C:27]2[CH:32]=[CH:31][CH:30]=[CH:29][CH:28]=2)(=[O:26])=[O:25])=[CH:19][CH:18]=1)([OH:16])C(F)(F)F)C.[Li]C(C)(C)C.COCCN1C=CC=C1C=O, predict the reaction product. The product is: [OH:16][CH:11]([C:17]1[CH:22]=[CH:21][C:20]([N:23]([CH3:33])[S:24]([C:27]2[CH:28]=[CH:29][CH:30]=[CH:31][CH:32]=2)(=[O:26])=[O:25])=[CH:19][CH:18]=1)[C:7]1[N:6]([CH2:5][CH2:4][O:3][CH3:1])[CH:10]=[CH:9][CH:8]=1. (3) Given the reactants [C:1]([NH:8][C@H:9]([C:13]([OH:15])=[O:14])[C@@H:10]([CH3:12])[OH:11])([O:3][C:4]([CH3:7])([CH3:6])[CH3:5])=[O:2].CO[C:18](C)([CH3:20])[CH3:19].COC(OC)(C)C.C1(C)C=CC(S([O-])(=O)=O)=CC=1.[NH+]1C=CC=CC=1, predict the reaction product. The product is: [C:4]([O:3][C:1]([N:8]1[C@H:9]([C:13]([OH:15])=[O:14])[C@@H:10]([CH3:12])[O:11][C:18]1([CH3:20])[CH3:19])=[O:2])([CH3:6])([CH3:5])[CH3:7]. (4) Given the reactants [S:1]([CH2:5][CH2:6][CH2:7][C:8]([OH:10])=[O:9])(=[O:4])(=[O:3])[NH2:2].C(=O)([O-])[O-].[Cs+].[Cs+].[CH2:17](Br)[C:18]1[CH:23]=[CH:22][CH:21]=[CH:20][CH:19]=1.O, predict the reaction product. The product is: [S:1]([CH2:5][CH2:6][CH2:7][C:8]([O:10][CH2:17][C:18]1[CH:23]=[CH:22][CH:21]=[CH:20][CH:19]=1)=[O:9])(=[O:4])(=[O:3])[NH2:2]. (5) Given the reactants [Br:1][C:2]1[CH:3]=[C:4](CC#N)[CH:5]=[C:6]([Cl:8])[CH:7]=1.S(=O)(=O)(O)O.[C:17]([OH:20])(=[O:19])[CH3:18], predict the reaction product. The product is: [Br:1][C:2]1[CH:3]=[C:4]([CH2:18][C:17]([OH:20])=[O:19])[CH:5]=[C:6]([Cl:8])[CH:7]=1.